Dataset: Forward reaction prediction with 1.9M reactions from USPTO patents (1976-2016). Task: Predict the product of the given reaction. (1) Given the reactants [Cl:1][C:2]1[C:3]([O:30][CH2:31][CH3:32])=[CH:4][C:5]2[O:10][CH:9]([C:11]([N:13]3[CH2:18][CH2:17][C:16]([CH2:21][C:22]4[CH:27]=[CH:26][C:25]([F:28])=[CH:24][CH:23]=4)([C:19]#[N:20])[CH2:15][CH2:14]3)=[O:12])[CH2:8][NH:7][C:6]=2[CH:29]=1.C([O-])([O-])=O.[K+].[K+].Br[CH2:40][C:41]([O:43][CH3:44])=[O:42], predict the reaction product. The product is: [CH3:44][O:43][C:41](=[O:42])[CH2:40][N:7]1[C:6]2[CH:29]=[C:2]([Cl:1])[C:3]([O:30][CH2:31][CH3:32])=[CH:4][C:5]=2[O:10][CH:9]([C:11]([N:13]2[CH2:14][CH2:15][C:16]([C:19]#[N:20])([CH2:21][C:22]3[CH:23]=[CH:24][C:25]([F:28])=[CH:26][CH:27]=3)[CH2:17][CH2:18]2)=[O:12])[CH2:8]1. (2) Given the reactants [C:1]1([OH:7])C=CC=CC=1.[OH:8][NH:9][C:10]([C:12]1[CH:17]=[CH:16][C:15]([C:18]([F:21])([F:20])[F:19])=[CH:14][N:13]=1)=[NH:11].[C:22](O)(=O)[C:23]1[C:24](=[CH:26][CH:27]=[CH:28][CH:29]=1)[OH:25], predict the reaction product. The product is: [CH3:1][O:7][C:27]1[CH:28]=[CH:29][C:23]([C:22]2[O:8][N:9]=[C:10]([C:12]3[CH:17]=[CH:16][C:15]([C:18]([F:19])([F:20])[F:21])=[CH:14][N:13]=3)[N:11]=2)=[C:24]([OH:25])[CH:26]=1. (3) The product is: [CH2:1]([C@@:4]1([CH3:36])[CH2:9][C@H:8]([C:10]2[CH:15]=[CH:14][CH:13]=[C:12]([Cl:16])[CH:11]=2)[C@@H:7]([C:17]2[CH:18]=[CH:19][C:20]([Cl:23])=[CH:21][CH:22]=2)[N:6]([C@@H:24]([CH2:33][CH3:34])[CH2:25][N:26]([CH2:38][CH3:39])[S:27]([CH:30]([CH3:31])[CH3:32])(=[O:28])=[O:29])[C:5]1=[O:35])[CH:2]=[CH2:3]. Given the reactants [CH2:1]([C@@:4]1([CH3:36])[CH2:9][C@H:8]([C:10]2[CH:15]=[CH:14][CH:13]=[C:12]([Cl:16])[CH:11]=2)[C@@H:7]([C:17]2[CH:22]=[CH:21][C:20]([Cl:23])=[CH:19][CH:18]=2)[N:6]([C@@H:24]([CH2:33][CH3:34])[CH2:25][NH:26][S:27]([CH:30]([CH3:32])[CH3:31])(=[O:29])=[O:28])[C:5]1=[O:35])[CH:2]=[CH2:3].I[CH2:38][CH3:39], predict the reaction product. (4) Given the reactants [C:1]([C:3]1([NH:7][C:8]2[CH:17]=[CH:16][C:11]([C:12]([NH:14][CH3:15])=[O:13])=[C:10]([F:18])[CH:9]=2)[CH2:6][CH2:5][CH2:4]1)#N.[Cl:19][C:20]1[CH:21]=[C:22]([CH:25]=[CH:26][C:27]=1[N:28]=[C:29]=[S:30])[C:23]#[N:24].C([OH:33])C.Cl, predict the reaction product. The product is: [Cl:19][C:20]1[CH:21]=[C:22]([C:23]#[N:24])[CH:25]=[CH:26][C:27]=1[N:28]1[C:1](=[O:33])[C:3]2([CH2:6][CH2:5][CH2:4]2)[N:7]([C:8]2[CH:17]=[CH:16][C:11]([C:12]([NH:14][CH3:15])=[O:13])=[C:10]([F:18])[CH:9]=2)[C:29]1=[S:30]. (5) Given the reactants [Cl:1][C:2]1[C:3]([O:15][CH3:16])=[CH:4][C:5]([N+:12]([O-:14])=[O:13])=[C:6]([NH:8]C(=O)C)[CH:7]=1.C[O-].[Na+], predict the reaction product. The product is: [Cl:1][C:2]1[C:3]([O:15][CH3:16])=[CH:4][C:5]([N+:12]([O-:14])=[O:13])=[C:6]([NH2:8])[CH:7]=1. (6) The product is: [F:1][C@H:2]1[C@H:7]([O:8][C:9]2[CH:14]=[CH:13][C:12]([N+:15]([O-:17])=[O:16])=[CH:11][C:10]=2[C:18]([F:21])([F:19])[F:20])[CH2:6][CH2:5][NH:4][CH2:3]1. Given the reactants [F:1][C@H:2]1[C@H:7]([O:8][C:9]2[CH:14]=[CH:13][C:12]([N+:15]([O-:17])=[O:16])=[CH:11][C:10]=2[C:18]([F:21])([F:20])[F:19])[CH2:6][CH2:5][N:4](C(OC(C)(C)C)=O)[CH2:3]1.Cl, predict the reaction product. (7) The product is: [CH3:1][C:2]1[O:13][C:5]2[CH2:6][N:7]([CH3:12])[CH2:8][CH2:9][CH:10]([O:11][C:15]3[CH:24]=[CH:23][C:22]4[C:17](=[CH:18][CH:19]=[CH:20][CH:21]=4)[CH:16]=3)[C:4]=2[CH:3]=1. Given the reactants [CH3:1][C:2]1[O:13][C:5]2[CH2:6][N:7]([CH3:12])[CH2:8][CH2:9][CH:10]([OH:11])[C:4]=2[CH:3]=1.F[C:15]1[CH:24]=[CH:23][C:22]2[C:17](=[CH:18][CH:19]=[CH:20][CH:21]=2)[CH:16]=1, predict the reaction product. (8) Given the reactants [ClH:1].Cl.[NH2:3][C:4]1[CH:17]=[CH:16][C:7]([O:8][C:9]2[CH:14]=[CH:13][N:12]=[C:11]([NH2:15])[CH:10]=2)=[C:6]([F:18])[CH:5]=1.[F:19][C:20]1[CH:33]=[CH:32][C:23]([CH2:24][S:25]([CH2:28][C:29](O)=[O:30])(=[O:27])=[O:26])=[CH:22][CH:21]=1, predict the reaction product. The product is: [ClH:1].[F:19][C:20]1[CH:33]=[CH:32][C:23]([CH2:24][S:25]([CH2:28][C:29]([NH:3][C:4]2[CH:17]=[CH:16][C:7]([O:8][C:9]3[CH:14]=[CH:13][N:12]=[C:11]([NH2:15])[CH:10]=3)=[C:6]([F:18])[CH:5]=2)=[O:30])(=[O:26])=[O:27])=[CH:22][CH:21]=1. (9) Given the reactants [Cl:1][C:2]1[C:3]([C:21](=O)[CH2:22][CH:23]2[CH2:28][CH2:27][N:26]([C:29]([O:31][C:32]([CH3:35])([CH3:34])[CH3:33])=[O:30])[CH2:25][CH2:24]2)=[C:4]2[CH:10]=[CH:9][N:8]([Si](C(C)C)(C(C)C)C(C)C)[C:5]2=[N:6][CH:7]=1.[NH2:37][NH2:38].CC(O)=O, predict the reaction product. The product is: [Cl:1][C:2]1[C:3]([C:21](=[N:37][NH2:38])[CH2:22][CH:23]2[CH2:28][CH2:27][N:26]([C:29]([O:31][C:32]([CH3:35])([CH3:34])[CH3:33])=[O:30])[CH2:25][CH2:24]2)=[C:4]2[CH:10]=[CH:9][NH:8][C:5]2=[N:6][CH:7]=1. (10) Given the reactants [Cl:1][C:2]1[CH:10]=[C:9]2[C:5]([CH:6]=[C:7]([C:11]3[CH:12]=[N:13][CH:14]=[CH:15][CH:16]=3)[NH:8]2)=[CH:4][CH:3]=1.[CH:17]([C:19]1[N:24]=[C:23]([C:25]([O:27][CH2:28][CH3:29])=[O:26])[CH:22]=[CH:21][CH:20]=1)=[O:18], predict the reaction product. The product is: [Cl:1][C:2]1[CH:10]=[C:9]2[C:5]([C:6]([CH:17]([OH:18])[C:19]3[N:24]=[C:23]([C:25]([O:27][CH2:28][CH3:29])=[O:26])[CH:22]=[CH:21][CH:20]=3)=[C:7]([C:11]3[CH:12]=[N:13][CH:14]=[CH:15][CH:16]=3)[NH:8]2)=[CH:4][CH:3]=1.